From a dataset of NCI-60 drug combinations with 297,098 pairs across 59 cell lines. Regression. Given two drug SMILES strings and cell line genomic features, predict the synergy score measuring deviation from expected non-interaction effect. (1) Drug 1: CS(=O)(=O)C1=CC(=C(C=C1)C(=O)NC2=CC(=C(C=C2)Cl)C3=CC=CC=N3)Cl. Drug 2: CC1CCC2CC(C(=CC=CC=CC(CC(C(=O)C(C(C(=CC(C(=O)CC(OC(=O)C3CCCCN3C(=O)C(=O)C1(O2)O)C(C)CC4CCC(C(C4)OC)OCCO)C)C)O)OC)C)C)C)OC. Cell line: SF-539. Synergy scores: CSS=17.4, Synergy_ZIP=-0.921, Synergy_Bliss=1.12, Synergy_Loewe=-4.05, Synergy_HSA=3.15. (2) Drug 1: C1=CC(=CC=C1CCCC(=O)O)N(CCCl)CCCl. Drug 2: CC=C1C(=O)NC(C(=O)OC2CC(=O)NC(C(=O)NC(CSSCCC=C2)C(=O)N1)C(C)C)C(C)C. Cell line: MDA-MB-231. Synergy scores: CSS=63.2, Synergy_ZIP=4.72, Synergy_Bliss=5.22, Synergy_Loewe=5.15, Synergy_HSA=8.05. (3) Drug 1: COC1=CC(=CC(=C1O)OC)C2C3C(COC3=O)C(C4=CC5=C(C=C24)OCO5)OC6C(C(C7C(O6)COC(O7)C8=CC=CS8)O)O. Drug 2: CC1C(C(CC(O1)OC2CC(CC3=C2C(=C4C(=C3O)C(=O)C5=C(C4=O)C(=CC=C5)OC)O)(C(=O)C)O)N)O.Cl. Cell line: EKVX. Synergy scores: CSS=42.2, Synergy_ZIP=-2.28, Synergy_Bliss=6.90, Synergy_Loewe=7.60, Synergy_HSA=7.78. (4) Drug 1: CC1C(C(=O)NC(C(=O)N2CCCC2C(=O)N(CC(=O)N(C(C(=O)O1)C(C)C)C)C)C(C)C)NC(=O)C3=C4C(=C(C=C3)C)OC5=C(C(=O)C(=C(C5=N4)C(=O)NC6C(OC(=O)C(N(C(=O)CN(C(=O)C7CCCN7C(=O)C(NC6=O)C(C)C)C)C)C(C)C)C)N)C. Drug 2: C1C(C(OC1N2C=C(C(=O)NC2=O)F)CO)O. Cell line: A549. Synergy scores: CSS=48.9, Synergy_ZIP=-5.12, Synergy_Bliss=-4.02, Synergy_Loewe=-9.72, Synergy_HSA=-2.26.